Predict the reactants needed to synthesize the given product. From a dataset of Full USPTO retrosynthesis dataset with 1.9M reactions from patents (1976-2016). (1) Given the product [CH3:1][S:2][C:3]1[CH:8]=[C:7]([C:9]2[CH:14]=[CH:13][C:12]([CH3:15])=[CH:11][CH:10]=2)[C:32]2[CH2:31][CH2:30][C:29]3[C:34](=[CH:35][N:27]([C:21]4[CH:26]=[CH:25][CH:24]=[CH:23][CH:22]=4)[N:28]=3)[C:5]=2[C:4]=1[C:17]([O:19][CH3:20])=[O:18], predict the reactants needed to synthesize it. The reactants are: [CH3:1][S:2][C:3]1[CH:8]=[C:7]([C:9]2[CH:14]=[CH:13][C:12]([CH3:15])=[CH:11][CH:10]=2)O[C:5](=O)[C:4]=1[C:17]([O:19][CH3:20])=[O:18].[C:21]1([N:27]2[CH:35]=[C:34]3[C:29]([CH2:30][CH2:31][CH2:32]C3=O)=[N:28]2)[CH:26]=[CH:25][CH:24]=[CH:23][CH:22]=1.[OH-].[K+].Cl. (2) The reactants are: [CH2:1]([O:8][C@@H:9]([C@@H:11]1[NH:16][C:15](=[O:17])[CH2:14][O:13][CH2:12]1)[CH3:10])[C:2]1[CH:7]=[CH:6][CH:5]=[CH:4][CH:3]=1.[C:18]([O:22][C:23](O[C:23]([O:22][C:18]([CH3:21])([CH3:20])[CH3:19])=[O:24])=[O:24])([CH3:21])([CH3:20])[CH3:19].C(N(CC)CC)C.N1C=CN=C1. Given the product [C:18]([O:22][C:23]([N:16]1[C:15](=[O:17])[CH2:14][O:13][CH2:12][C@@H:11]1[C@H:9]([O:8][CH2:1][C:2]1[CH:7]=[CH:6][CH:5]=[CH:4][CH:3]=1)[CH3:10])=[O:24])([CH3:21])([CH3:20])[CH3:19], predict the reactants needed to synthesize it. (3) The reactants are: [C:1]([O:5][C:6]([NH:8][C:9]1[CH:18]=[CH:17][C:16]2[C:11](=[CH:12][CH:13]=[C:14]([C:19]([O:21][CH3:22])=[O:20])[CH:15]=2)[C:10]=1[Br:23])=[O:7])([CH3:4])([CH3:3])[CH3:2].[H-].[Na+].[Cl:26][CH:27]=[CH:28][CH2:29]Cl.CC(O)=O. Given the product [C:1]([O:5][C:6]([N:8]([CH2:29][CH:28]=[CH:27][Cl:26])[C:9]1[CH:18]=[CH:17][C:16]2[C:11](=[CH:12][CH:13]=[C:14]([C:19]([O:21][CH3:22])=[O:20])[CH:15]=2)[C:10]=1[Br:23])=[O:7])([CH3:4])([CH3:3])[CH3:2], predict the reactants needed to synthesize it. (4) Given the product [CH2:1]([O:3][C:4]([C:6]1[N:7]([C:30]2[CH:35]=[CH:34][C:33]([O:36][CH:37]([CH3:39])[CH3:38])=[CH:32][CH:31]=2)[C:8]2[C:13]([CH:14]=1)=[CH:12][C:11]([C:23]1[CH:24]=[CH:25][C:20]([O:19][CH:16]([CH3:18])[CH3:17])=[CH:21][CH:22]=1)=[CH:10][CH:9]=2)=[O:5])[CH3:2], predict the reactants needed to synthesize it. The reactants are: [CH2:1]([O:3][C:4]([C:6]1[NH:7][C:8]2[C:13]([CH:14]=1)=[CH:12][C:11](Br)=[CH:10][CH:9]=2)=[O:5])[CH3:2].[CH:16]([O:19][C:20]1[CH:25]=[CH:24][C:23](B(O)O)=[CH:22][CH:21]=1)([CH3:18])[CH3:17].Br[C:30]1[CH:35]=[CH:34][C:33]([O:36][CH:37]([CH3:39])[CH3:38])=[CH:32][CH:31]=1.